Dataset: Reaction yield outcomes from USPTO patents with 853,638 reactions. Task: Predict the reaction yield, written as a fraction of the theoretical maximum amount of product (1.0 means a 100% yield; for example, 0.34 means a 34% yield). (1) The reactants are [F:1][C:2]([F:41])([O:6][C:7]1[CH:8]=[C:9]([CH2:13][N:14]([CH2:34][CH:35]([OH:40])[C:36]([F:39])([F:38])[F:37])[C:15]2[CH:16]=[C:17]([CH:31]=[CH:32][CH:33]=2)[O:18][CH2:19][C:20]2[CH:21]=[C:22]([CH:28]=[CH:29][CH:30]=2)[C:23]([O:25]CC)=[O:24])[CH:10]=[CH:11][CH:12]=1)[CH:3]([F:5])[F:4].[OH-].[Li+].Cl. The catalyst is O.O1CCCC1. The product is [F:1][C:2]([F:41])([O:6][C:7]1[CH:8]=[C:9]([CH2:13][N:14]([CH2:34][CH:35]([OH:40])[C:36]([F:37])([F:38])[F:39])[C:15]2[CH:16]=[C:17]([CH:31]=[CH:32][CH:33]=2)[O:18][CH2:19][C:20]2[CH:21]=[C:22]([CH:28]=[CH:29][CH:30]=2)[C:23]([OH:25])=[O:24])[CH:10]=[CH:11][CH:12]=1)[CH:3]([F:4])[F:5]. The yield is 0.190. (2) The reactants are [CH:1]([C:3]1[CH:4]=[CH:5][C:6]([O:13][CH3:14])=[C:7]([CH:12]=1)[C:8]([O:10][CH3:11])=[O:9])=O.Cl.[CH3:16][O:17][NH2:18]. The catalyst is N1C=CC=CC=1. The product is [CH3:14][O:13][C:6]1[CH:5]=[CH:4][C:3](/[CH:1]=[N:18]/[O:17][CH3:16])=[CH:12][C:7]=1[C:8]([O:10][CH3:11])=[O:9]. The yield is 0.980. (3) The catalyst is [C-]#N.[Zn+2].[C-]#N.C1(P(C2C=CC=CC=2)[C-]2C=CC=C2)C=CC=CC=1.[C-]1(P(C2C=CC=CC=2)C2C=CC=CC=2)C=CC=C1.[Fe+2].C(OCC)C. The reactants are [C:1]([C:3]([C:27]1[CH:31]=[C:30](Br)[S:29][C:28]=1[Br:33])([CH:24]([CH3:26])[CH3:25])[CH2:4][CH2:5][CH2:6][N:7]1[CH2:12][CH2:11][N:10]([CH2:13][CH2:14][O:15][C:16]2[CH:21]=[CH:20][CH:19]=[C:18]([C:22]#[N:23])[CH:17]=2)[CH2:9][CH2:8]1)#[N:2].[CH3:34][N:35](C)C=O.O.N. The product is [C:1]([C:3]([C:27]1[CH:31]=[C:30]([C:34]#[N:35])[S:29][C:28]=1[Br:33])([CH:24]([CH3:26])[CH3:25])[CH2:4][CH2:5][CH2:6][N:7]1[CH2:8][CH2:9][N:10]([CH2:13][CH2:14][O:15][C:16]2[CH:21]=[CH:20][CH:19]=[C:18]([C:22]#[N:23])[CH:17]=2)[CH2:11][CH2:12]1)#[N:2]. The yield is 0.0670. (4) The reactants are [Br:1][C:2]1[CH:3]=[N:4][CH:5]=[C:6](Br)[CH:7]=1.C([O-])([O-])=O.[K+].[K+].[CH3:15][N:16](Cl)[CH3:17]. The catalyst is CN(C=O)C. The product is [Br:1][C:2]1[CH:7]=[C:6]([N:16]([CH3:17])[CH3:15])[CH:5]=[N:4][CH:3]=1. The yield is 0.880. (5) The reactants are C([O:9][C@@H:10]1[CH2:17][N:16]2[C@:12]([CH2:29][C:30]3[CH:35]=[CH:34][C:33]([Br:36])=[CH:32][CH:31]=3)([C:13]([CH2:27][CH3:28])=[C:14]([C:19]3[CH:24]=[C:23]([Cl:25])[CH:22]=[C:21]([Cl:26])[CH:20]=3)[C:15]2=[O:18])[CH2:11]1)(=O)C1C=CC=CC=1.[OH-].[Na+]. The catalyst is C1COCC1.CO. The product is [Br:36][C:33]1[CH:32]=[CH:31][C:30]([CH2:29][C@:12]23[C:13]([CH2:27][CH3:28])=[C:14]([C:19]4[CH:20]=[C:21]([Cl:26])[CH:22]=[C:23]([Cl:25])[CH:24]=4)[C:15](=[O:18])[N:16]2[CH2:17][C@@H:10]([OH:9])[CH2:11]3)=[CH:35][CH:34]=1. The yield is 0.420. (6) The reactants are [F:1][C:2]([F:47])([F:46])[C:3]1[CH:4]=[C:5]([CH:43]=[CH:44][CH:45]=1)[CH2:6][NH:7][C:8]([C:10]1[CH:15]=[CH:14][N:13]=[C:12]([C:16]2[CH:21]=[C:20]([Cl:22])[CH:19]=[CH:18][C:17]=2[NH:23][C:24]([C:26]2[CH:27]=[C:28]([CH:40]=[CH:41][CH:42]=2)[CH2:29][S:30][CH2:31][CH2:32][C:33]([O:35]C(C)(C)C)=[O:34])=[O:25])[CH:11]=1)=[O:9].FC(F)(F)C(O)=O. The catalyst is ClCCl. The product is [F:46][C:2]([F:1])([F:47])[C:3]1[CH:4]=[C:5]([CH:43]=[CH:44][CH:45]=1)[CH2:6][NH:7][C:8]([C:10]1[CH:15]=[CH:14][N:13]=[C:12]([C:16]2[CH:21]=[C:20]([Cl:22])[CH:19]=[CH:18][C:17]=2[NH:23][C:24]([C:26]2[CH:27]=[C:28]([CH:40]=[CH:41][CH:42]=2)[CH2:29][S:30][CH2:31][CH2:32][C:33]([OH:35])=[O:34])=[O:25])[CH:11]=1)=[O:9]. The yield is 0.780. (7) The yield is 0.220. The product is [CH3:39][O:38][C:33]1[CH:34]=[CH:35][CH:36]=[CH:37][C:32]=1[N:31]1[C:29](=[O:30])[NH:28][C:25]2[C:26]1=[N:27][C:48]([C:47]1[CH:50]=[CH:51][CH:52]=[C:45]([O:44][C:43]([F:42])([F:53])[F:54])[CH:46]=1)=[N:23][C:24]=2[C:40]([NH2:41])=[O:21]. No catalyst specified. The reactants are FC(C1C=CC=CC=1N1C2NCNC=2C(C(N)=[O:21])=NC1)(F)F.[NH2:23]/[C:24](/[C:40]#[N:41])=[C:25](\[NH:28][C:29]([NH:31][C:32]1[CH:37]=[CH:36][CH:35]=[CH:34][C:33]=1[O:38][CH3:39])=[O:30])/[C:26]#[N:27].[F:42][C:43]([F:54])([F:53])[O:44][C:45]1[CH:46]=[C:47]([CH:50]=[CH:51][CH:52]=1)[CH:48]=O. (8) The reactants are C(C1C=CC=CC=1N[C@@H](CC1C=CC(C2C=CC=C(N(C)C(NCCCCCCC)=O)C=2)=CC=1)C(O)=O)(=O)C1C=CC=CC=1.[C:45]([C:53]1[CH:58]=[CH:57][CH:56]=[CH:55][C:54]=1[NH:59][C@@H:60]([CH2:66][C:67]1[CH:72]=[CH:71][C:70]([C:73]2[CH:78]=[CH:77][CH:76]=[C:75]([N:79]([CH3:93])[C:80]([NH:82][C:83]3[CH:92]=[CH:91][C:90]4[C:85](=[CH:86][CH:87]=[CH:88][CH:89]=4)[CH:84]=3)=[O:81])[CH:74]=2)=[CH:69][CH:68]=1)[C:61]([O:63]CC)=[O:62])(=[O:52])[C:46]1[CH:51]=[CH:50][CH:49]=[CH:48][CH:47]=1.[OH-].[Li+]. No catalyst specified. The product is [C:45]([C:53]1[CH:58]=[CH:57][CH:56]=[CH:55][C:54]=1[NH:59][C@@H:60]([CH2:66][C:67]1[CH:72]=[CH:71][C:70]([C:73]2[CH:78]=[CH:77][CH:76]=[C:75]([N:79]([CH3:93])[C:80]([NH:82][C:83]3[CH:92]=[CH:91][C:90]4[C:85](=[CH:86][CH:87]=[CH:88][CH:89]=4)[CH:84]=3)=[O:81])[CH:74]=2)=[CH:69][CH:68]=1)[C:61]([OH:63])=[O:62])(=[O:52])[C:46]1[CH:51]=[CH:50][CH:49]=[CH:48][CH:47]=1. The yield is 0.960. (9) The reactants are [F:1][C:2]1[CH:21]=[CH:20][CH:19]=[C:18]([F:22])[C:3]=1[C:4]([NH:6][CH:7]([C:13]([O:15][CH2:16][CH3:17])=[O:14])[C:8]([O:10][CH2:11][CH3:12])=[O:9])=O.FC(F)(F)C(OC(=O)C(F)(F)F)=O. The catalyst is FC(F)(F)C1C=CC=CC=1. The product is [F:1][C:2]1[CH:21]=[CH:20][CH:19]=[C:18]([F:22])[C:3]=1[C:4]1[O:9][C:8]([O:10][CH2:11][CH3:12])=[C:7]([C:13]([O:15][CH2:16][CH3:17])=[O:14])[N:6]=1. The yield is 0.450. (10) The reactants are [NH2:1][C:2]1[CH:7]=[CH:6][C:5]([C:8]2[CH:9]=[C:10]3[C:15](=[CH:16][CH:17]=2)[NH:14][C:13](=[O:18])[CH2:12][CH2:11]3)=[CH:4][CH:3]=1.CO[CH:21]1[CH2:25][CH2:24][CH:23](OC)O1. The catalyst is C(O)(=O)C. The product is [N:1]1([C:2]2[CH:3]=[CH:4][C:5]([C:8]3[CH:9]=[C:10]4[C:15](=[CH:16][CH:17]=3)[NH:14][C:13](=[O:18])[CH2:12][CH2:11]4)=[CH:6][CH:7]=2)[C:21]2[C:25](=[CH:7][CH:2]=[CH:3][CH:4]=2)[CH:24]=[CH:23]1. The yield is 0.0900.